Dataset: Full USPTO retrosynthesis dataset with 1.9M reactions from patents (1976-2016). Task: Predict the reactants needed to synthesize the given product. (1) Given the product [Br:29][CH2:30][CH2:31][N:32]1[C:33](=[O:34])[N:6]2[CH:7]([C:21]3[CH:26]=[CH:25][CH:24]=[C:23]([OH:27])[CH:22]=3)[C:8]3[NH:9][C:10]4[C:15]([C:16]=3[CH2:17][C:5]2([CH3:28])[C:3]1=[O:4])=[CH:14][C:13]([O:18][CH2:19][CH3:20])=[CH:12][CH:11]=4, predict the reactants needed to synthesize it. The reactants are: CO[C:3]([C:5]1([CH3:28])[CH2:17][C:16]2[C:15]3[C:10](=[CH:11][CH:12]=[C:13]([O:18][CH2:19][CH3:20])[CH:14]=3)[NH:9][C:8]=2[CH:7]([C:21]2[CH:26]=[CH:25][CH:24]=[C:23]([OH:27])[CH:22]=2)[NH:6]1)=[O:4].[Br:29][CH2:30][CH2:31][N:32]=[C:33]=[O:34]. (2) Given the product [Cl:45][C:44]1[CH:6]=[CH:5][C:4]([CH:18]([C:3]([OH:17])([CH2:4][C:5]([CH3:7])=[CH2:6])[C:2]([F:33])([F:32])[F:1])[NH:19][C:20]2[CH:29]=[CH:28][C:27]([F:30])=[C:26]3[C:21]=2[CH:22]=[N:23][C:24]([CH3:31])=[N:25]3)=[C:3]([O:41][CH3:38])[CH:2]=1, predict the reactants needed to synthesize it. The reactants are: [F:1][C:2]([F:33])([F:32])[C:3]([CH:18]=[N:19][C:20]1[CH:29]=[CH:28][C:27]([F:30])=[C:26]2[C:21]=1[CH:22]=[N:23][C:24]([CH3:31])=[N:25]2)([OH:17])[CH2:4][C:5](C1C=CC(Cl)=CC=1OC)([CH3:7])[CH3:6].B(Br)(Br)Br.[C:38]([O-:41])(O)=O.[Na+].Cl[CH2:44][Cl:45]. (3) Given the product [Cl:8][C:6]1[C:5]([C:9]([F:12])([F:11])[F:10])=[CH:4][N:3]=[C:2]([NH:22][C:23]2[CH:24]=[C:25]3[C:30](=[CH:31][CH:32]=2)[NH:29][C:28](=[O:33])[CH2:27][CH2:26]3)[N:7]=1, predict the reactants needed to synthesize it. The reactants are: Cl[C:2]1[N:7]=[C:6]([Cl:8])[C:5]([C:9]([F:12])([F:11])[F:10])=[CH:4][N:3]=1.CC(O)(C)C.ClCCCl.[NH2:22][C:23]1[CH:24]=[C:25]2[C:30](=[CH:31][CH:32]=1)[NH:29][C:28](=[O:33])[CH2:27][CH2:26]2.C(N(CC)CC)C. (4) Given the product [F:1][C:2]1[CH:11]=[C:10]([NH:12][S:13]([C:16]2[CH:21]=[CH:20][C:19]([C:22]3[CH:27]=[CH:26][N:25]=[C:24]([CH:28]4[CH2:33][CH2:32][O:31][CH2:30][CH2:29]4)[CH:23]=3)=[CH:18][N:17]=2)(=[O:15])=[O:14])[C:9]([F:34])=[CH:8][C:3]=1[C:4]([OH:6])=[O:5], predict the reactants needed to synthesize it. The reactants are: [F:1][C:2]1[CH:11]=[C:10]([NH:12][S:13]([C:16]2[CH:21]=[CH:20][C:19]([C:22]3[CH:27]=[CH:26][N:25]=[C:24]([CH:28]4[CH2:33][CH2:32][O:31][CH2:30][CH2:29]4)[CH:23]=3)=[CH:18][N:17]=2)(=[O:15])=[O:14])[C:9]([F:34])=[CH:8][C:3]=1[C:4]([O:6]C)=[O:5].[OH-].[Li+].Cl. (5) The reactants are: [CH2:1]([O:8][C:9]1[CH:14]=[CH:13][C:12](Cl)=[CH:11][C:10]=1[C:16]1[CH:21]=[CH:20][N:19]=[C:18]([N:22]2[CH2:27][CH2:26][N:25]([C:28]([O:30][C:31]([CH3:34])([CH3:33])[CH3:32])=[O:29])[CH2:24][CH2:23]2)[CH:17]=1)[C:2]1[CH:7]=[CH:6][CH:5]=[CH:4][CH:3]=1.[F:35][C:36]([F:47])([F:46])[C:37]1[CH:42]=[CH:41][C:40](B(O)O)=[CH:39][CH:38]=1.F[B-](F)(F)F.C([PH+](C(C)(C)C)C(C)(C)C)(C)(C)C.C(=O)([O-])[O-].[K+].[K+].[OH-].C([N+](CCCC)(CCCC)CCCC)CCC.C([N+](CCCC)(CCCC)CCCC)CCC. Given the product [CH2:1]([O:8][C:9]1[CH:14]=[CH:13][C:12]([C:40]2[CH:41]=[CH:42][C:37]([C:36]([F:47])([F:46])[F:35])=[CH:38][CH:39]=2)=[CH:11][C:10]=1[C:16]1[CH:21]=[CH:20][N:19]=[C:18]([N:22]2[CH2:27][CH2:26][N:25]([C:28]([O:30][C:31]([CH3:34])([CH3:33])[CH3:32])=[O:29])[CH2:24][CH2:23]2)[CH:17]=1)[C:2]1[CH:7]=[CH:6][CH:5]=[CH:4][CH:3]=1, predict the reactants needed to synthesize it.